Predict the product of the given reaction. From a dataset of Forward reaction prediction with 1.9M reactions from USPTO patents (1976-2016). (1) Given the reactants [C:1]1(B(O)O)[CH:6]=[CH:5][CH:4]=[CH:3][CH:2]=1.Br[C:11]1[CH:12]=[C:13]2[O:19][C:18]([N:20]3[CH:26]4[CH2:27][CH2:28][N:23]([CH2:24][CH2:25]4)[CH2:22][CH2:21]3)=[N:17][C:14]2=[N:15][CH:16]=1, predict the reaction product. The product is: [C:1]1([C:11]2[CH:12]=[C:13]3[O:19][C:18]([N:20]4[CH:26]5[CH2:25][CH2:24][N:23]([CH2:28][CH2:27]5)[CH2:22][CH2:21]4)=[N:17][C:14]3=[N:15][CH:16]=2)[CH:6]=[CH:5][CH:4]=[CH:3][CH:2]=1. (2) Given the reactants [NH2:1][C@H:2]1[CH2:7][CH2:6][C@H:5]([NH:8][C:9]([C:11]2[C:15]3[N:16]=[CH:17][N:18]=[C:19]([C:20]4[CH:25]=[CH:24][CH:23]=[CH:22][C:21]=4[O:26][CH2:27][CH:28]4[CH2:30][CH2:29]4)[C:14]=3[NH:13][CH:12]=2)=[O:10])[CH2:4][CH2:3]1.[CH:31]1([C:34](Cl)=[O:35])[CH2:33][CH2:32]1, predict the reaction product. The product is: [CH:31]1([C:34]([NH:1][C@H:2]2[CH2:7][CH2:6][C@H:5]([NH:8][C:9]([C:11]3[C:15]4[N:16]=[CH:17][N:18]=[C:19]([C:20]5[CH:25]=[CH:24][CH:23]=[CH:22][C:21]=5[O:26][CH2:27][CH:28]5[CH2:29][CH2:30]5)[C:14]=4[NH:13][CH:12]=3)=[O:10])[CH2:4][CH2:3]2)=[O:35])[CH2:33][CH2:32]1. (3) Given the reactants CC[O:3][CH:4]1[N:13](C(OCC)=O)[C:12]2[C:7](=CC=[CH:10][CH:11]=2)[CH:6]=[CH:5]1.CC1C=C(C=C(C)C=1)N.[C:28]([O:31]CC)(=[O:30])[CH3:29], predict the reaction product. The product is: [C:4]([N:13]1[CH2:12][CH2:11][CH2:10][C@H:29]1[C:28]([OH:31])=[O:30])(=[O:3])[CH2:5][CH2:6][CH3:7]. (4) Given the reactants [C:1]([C:3]1[S:4][C:5]2[CH:11]=[C:10]([OH:12])[CH:9]=[CH:8][C:6]=2[N:7]=1)#[N:2].Br[CH2:14][C:15]1[CH:20]=[CH:19][C:18]([B:21]2[O:29][C:26]([CH3:28])([CH3:27])[C:23]([CH3:25])([CH3:24])[O:22]2)=[CH:17][CH:16]=1.C(=O)([O-])[O-].[Cs+].[Cs+].CCOC(C)=O, predict the reaction product. The product is: [CH3:27][C:26]1([CH3:28])[C:23]([CH3:24])([CH3:25])[O:22][B:21]([C:18]2[CH:17]=[CH:16][C:15]([CH2:14][O:12][C:10]3[CH:9]=[CH:8][C:6]4[N:7]=[C:3]([C:1]#[N:2])[S:4][C:5]=4[CH:11]=3)=[CH:20][CH:19]=2)[O:29]1. (5) Given the reactants [Cl:1][C:2]1[CH:7]=[CH:6][CH:5]=[C:4]([Cl:8])[C:3]=1[C:9]([NH:11][C@H:12]([C:41]([O:43][CH3:44])=[O:42])[CH2:13][C:14]1[CH:40]=[CH:39][C:17]([O:18][CH2:19][CH2:20][C:21]2[N:30]=[C:29]3[C:24]([CH2:25][CH2:26][CH2:27][N:28]3C(OC(C)(C)C)=O)=[C:23]([CH3:38])[CH:22]=2)=[CH:16][CH:15]=1)=[O:10].C(O)(C(F)(F)F)=O.N, predict the reaction product. The product is: [Cl:8][C:4]1[CH:5]=[CH:6][CH:7]=[C:2]([Cl:1])[C:3]=1[C:9]([NH:11][C@H:12]([C:41]([O:43][CH3:44])=[O:42])[CH2:13][C:14]1[CH:40]=[CH:39][C:17]([O:18][CH2:19][CH2:20][C:21]2[CH:22]=[C:23]([CH3:38])[C:24]3[CH2:25][CH2:26][CH2:27][NH:28][C:29]=3[N:30]=2)=[CH:16][CH:15]=1)=[O:10]. (6) Given the reactants [Cl:1][C:2]1[C:9]([F:10])=[CH:8][C:5]([CH:6]=O)=[C:4]([F:11])[CH:3]=1.[CH3:12][C@H:13]1[CH2:18][O:17][CH2:16][C@H:15]([CH3:19])[NH:14]1.C(O[BH-](OC(=O)C)OC(=O)C)(=O)C.[Na+], predict the reaction product. The product is: [Cl:1][C:2]1[C:9]([F:10])=[CH:8][C:5]([CH2:6][N:14]2[C@@H:15]([CH3:19])[CH2:16][O:17][CH2:18][C@@H:13]2[CH3:12])=[C:4]([F:11])[CH:3]=1.